Dataset: Forward reaction prediction with 1.9M reactions from USPTO patents (1976-2016). Task: Predict the product of the given reaction. (1) Given the reactants [OH-:1].[Li+].COC(=O)/C(/NC(=O)C1C=CC(C(NCC2C=CC=C(O)C=2)=O)=CC=1Br)=[CH:7]/[C:8]1[S:9][CH:10]=[CH:11][N:12]=1.[O:35]1[CH2:39][CH2:38][CH2:37][CH2:36]1.CO, predict the reaction product. The product is: [CH3:7][C:8]1[S:9][C:36]([CH:37]=[CH:38][C:39]([OH:35])=[O:1])=[C:11]([CH3:10])[N:12]=1. (2) Given the reactants [CH2:1]([C:8]1([N:15]([CH3:17])[CH3:16])[CH2:13][CH2:12][CH:11]([OH:14])[CH2:10][CH2:9]1)[C:2]1[CH:7]=[CH:6][CH:5]=[CH:4][CH:3]=1.CC(C)([O-])C.[K+].[F:24][C:25]1[CH:32]=[CH:31][C:28]([CH2:29]Cl)=[CH:27][CH:26]=1, predict the reaction product. The product is: [CH2:1]([C:8]1([N:15]([CH3:16])[CH3:17])[CH2:13][CH2:12][CH:11]([O:14][CH2:29][C:28]2[CH:31]=[CH:32][C:25]([F:24])=[CH:26][CH:27]=2)[CH2:10][CH2:9]1)[C:2]1[CH:7]=[CH:6][CH:5]=[CH:4][CH:3]=1. (3) Given the reactants [C:1]1([N:7]2[C:11]3[CH2:12][NH:13][CH2:14][CH2:15][C:10]=3[N:9]=[CH:8]2)[CH:6]=[CH:5][CH:4]=[CH:3][CH:2]=1.[Cl:16][C:17]1[CH:22]=[CH:21][CH:20]=[C:19]([N:23]=[C:24]=[O:25])[CH:18]=1.O, predict the reaction product. The product is: [Cl:16][C:17]1[CH:18]=[C:19]([NH:23][C:24]([N:13]2[CH2:14][CH2:15][C:10]3[N:9]=[CH:8][N:7]([C:1]4[CH:2]=[CH:3][CH:4]=[CH:5][CH:6]=4)[C:11]=3[CH2:12]2)=[O:25])[CH:20]=[CH:21][CH:22]=1. (4) Given the reactants [OH:1][C:2]1[CH:3]=[C:4]([CH:11]=[C:12]([C:14]([F:17])([F:16])[F:15])[CH:13]=1)[C:5]([N:7]([O:9][CH3:10])[CH3:8])=[O:6].N1C=CN=C1.[Si:23](Cl)([C:26]([CH3:29])([CH3:28])[CH3:27])([CH3:25])[CH3:24], predict the reaction product. The product is: [C:26]([Si:23]([CH3:25])([CH3:24])[O:1][C:2]1[CH:3]=[C:4]([CH:11]=[C:12]([C:14]([F:15])([F:16])[F:17])[CH:13]=1)[C:5]([N:7]([O:9][CH3:10])[CH3:8])=[O:6])([CH3:29])([CH3:28])[CH3:27]. (5) The product is: [Cl:1][C:2]1[CH:7]=[CH:6][C:5]([C:8]2[N:13]=[C:12]([C:14]([NH:33][CH2:32][C:30]3[O:29][N:28]=[C:27]([O:26][CH3:25])[CH:31]=3)=[O:16])[CH:11]=[N:10][C:9]=2[O:17][C@@H:18]([CH3:23])[C:19]([F:22])([F:21])[F:20])=[CH:4][CH:3]=1. Given the reactants [Cl:1][C:2]1[CH:7]=[CH:6][C:5]([C:8]2[N:13]=[C:12]([C:14]([OH:16])=O)[CH:11]=[N:10][C:9]=2[O:17][C@@H:18]([CH3:23])[C:19]([F:22])([F:21])[F:20])=[CH:4][CH:3]=1.Cl.[CH3:25][O:26][C:27]1[CH:31]=[C:30]([CH2:32][NH2:33])[O:29][N:28]=1, predict the reaction product.